The task is: Predict the reactants needed to synthesize the given product.. This data is from Full USPTO retrosynthesis dataset with 1.9M reactions from patents (1976-2016). (1) Given the product [Cl:31][C:29]1[N:30]=[C:25]([C:18]2([S:21]([CH3:24])(=[O:23])=[O:22])[CH2:17][CH2:16][N:15]([C:46]([O:48][C:49]([CH3:50])([CH3:51])[CH3:52])=[O:47])[CH2:20][CH2:19]2)[CH:26]=[C:27]([N:32]2[CH2:37][CH2:36][O:35][CH2:34][CH2:33]2)[N:28]=1, predict the reactants needed to synthesize it. The reactants are: C(Cl)(=O)OC(Cl)C.C([N:15]1[CH2:20][CH2:19][C:18]([C:25]2[N:30]=[C:29]([Cl:31])[N:28]=[C:27]([N:32]3[CH2:37][CH2:36][O:35][CH2:34][CH2:33]3)[CH:26]=2)([S:21]([CH3:24])(=[O:23])=[O:22])[CH2:17][CH2:16]1)C1C=CC=CC=1.[C:46](O[C:46]([O:48][C:49]([CH3:52])([CH3:51])[CH3:50])=[O:47])([O:48][C:49]([CH3:52])([CH3:51])[CH3:50])=[O:47].C(N(C(C)C)C(C)C)C. (2) Given the product [C:10]([O-:15])(=[O:14])[CH:11]([CH3:13])[OH:12].[CH2:1]([NH:9][C:17]([NH2:18])=[NH2+:16])[CH2:2][CH2:3][CH2:4][CH2:5][CH2:6][CH2:7][CH3:8], predict the reactants needed to synthesize it. The reactants are: [CH2:1]([NH2:9])[CH2:2][CH2:3][CH2:4][CH2:5][CH2:6][CH2:7][CH3:8].[C:10]([OH:15])(=[O:14])[CH:11]([CH3:13])[OH:12].[N:16]#[C:17][NH2:18].